This data is from M1 muscarinic receptor antagonist screen with 61,756 compounds. The task is: Binary Classification. Given a drug SMILES string, predict its activity (active/inactive) in a high-throughput screening assay against a specified biological target. (1) The drug is O(C(C(=O)NCCc1cc(OC)c(OC)cc1)C)C(=O)c1occc1. The result is 0 (inactive). (2) The molecule is O=C(NCCN1CCc2c(C1)cccc2)CCNC(=O)Cn1c(=O)c2c(cc1)cccc2. The result is 0 (inactive). (3) The drug is S1CCN=C1SCC(=O)Nc1nonc1NC(=O)C. The result is 0 (inactive). (4) The compound is OC1(N(CCc2cc(OC)c(OC)cc2)C(=O)c2c1cccc2)c1[nH]ccn1. The result is 0 (inactive). (5) The result is 0 (inactive). The molecule is O1CCN(CC1)CC(=O)c1[nH]c2c(c1C)cccc2. (6) The drug is S(c1n(c(nn1)c1c(occ1)C)CC)CC(=O)c1ccccc1. The result is 0 (inactive). (7) The compound is S(c1n2c(NCC)nc(NCC)nc2nn1)CC(O)=O. The result is 0 (inactive).